This data is from Reaction yield outcomes from USPTO patents with 853,638 reactions. The task is: Predict the reaction yield, written as a fraction of the theoretical maximum amount of product (1.0 means a 100% yield; for example, 0.34 means a 34% yield). (1) The reactants are [C:1]1([CH2:7][CH2:8][CH2:9][CH2:10][CH2:11][CH2:12][C:13]([C:15]2[O:16][CH:17]=[C:18]([C:20]([O:22]C)=[O:21])[N:19]=2)=[O:14])[CH:6]=[CH:5][CH:4]=[CH:3][CH:2]=1.[Li+].[OH-].Cl. The catalyst is C1COCC1.O.CCOC(C)=O. The product is [C:1]1([CH2:7][CH2:8][CH2:9][CH2:10][CH2:11][CH2:12][C:13]([C:15]2[O:16][CH:17]=[C:18]([C:20]([OH:22])=[O:21])[N:19]=2)=[O:14])[CH:6]=[CH:5][CH:4]=[CH:3][CH:2]=1. The yield is 0.650. (2) The reactants are [C:1]([C:4]1[C:5]([OH:15])=[CH:6][C:7]([OH:14])=[C:8]([CH:13]=1)[C:9]([O:11][CH3:12])=[O:10])(=[O:3])[CH3:2].C(=O)([O-])[O-].[K+].[K+].[CH2:22](Br)[C:23]1[CH:28]=[CH:27][CH:26]=[CH:25][CH:24]=1. The catalyst is C(#N)C. The product is [C:1]([C:4]1[C:5]([O:15][CH2:1][C:4]2[CH:5]=[CH:6][CH:7]=[CH:8][CH:13]=2)=[CH:6][C:7]([O:14][CH2:22][C:23]2[CH:28]=[CH:27][CH:26]=[CH:25][CH:24]=2)=[C:8]([CH:13]=1)[C:9]([O:11][CH3:12])=[O:10])(=[O:3])[CH3:2]. The yield is 0.710. (3) The reactants are Cl.Cl.[NH:3]1[CH2:6][CH:5]([C:7]2[C:8]([O:28][CH3:29])=[C:9]([CH:15]([N:17]3[C:21]4=[N:22][CH:23]=[N:24][C:25]([NH2:26])=[C:20]4[C:19]([CH3:27])=[N:18]3)[CH3:16])[CH:10]=[C:11]([Cl:14])[C:12]=2[F:13])[CH2:4]1.[CH3:30][C:31]([CH3:33])=O.C(N(CC)CC)C.C(O[BH-](OC(=O)C)OC(=O)C)(=O)C.[Na+]. The product is [Cl:14][C:11]1[C:12]([F:13])=[C:7]([CH:5]2[CH2:4][N:3]([CH:31]([CH3:33])[CH3:30])[CH2:6]2)[C:8]([O:28][CH3:29])=[C:9]([CH:15]([N:17]2[C:21]3=[N:22][CH:23]=[N:24][C:25]([NH2:26])=[C:20]3[C:19]([CH3:27])=[N:18]2)[CH3:16])[CH:10]=1. The catalyst is C(Cl)Cl. The yield is 1.00.